Dataset: Reaction yield outcomes from USPTO patents with 853,638 reactions. Task: Predict the reaction yield, written as a fraction of the theoretical maximum amount of product (1.0 means a 100% yield; for example, 0.34 means a 34% yield). (1) The reactants are [Cl:1][C:2]1[C:3]([O:9][C:10]2[CH:15]=[C:14]([O:16][CH2:17][CH2:18][CH2:19][O:20][CH3:21])[CH:13]=[CH:12][C:11]=2/[CH:22]=[C:23](\[CH3:27])/[C:24]([OH:26])=O)=[N:4][CH:5]=[C:6]([Cl:8])[CH:7]=1.CC1C=CC=C([N+]([O-])=O)C=1C(OC(=O)C1C([N+]([O-])=O)=CC=CC=1C)=O.[CH2:53]([S:58]([NH2:61])(=[O:60])=[O:59])[CH2:54][CH2:55][CH2:56][CH3:57].[Cl-].[NH4+]. The catalyst is C(#N)C.CN(C)C1C=CN=CC=1.C(N(CC)CC)C. The product is [Cl:1][C:2]1[C:3]([O:9][C:10]2[CH:15]=[C:14]([O:16][CH2:17][CH2:18][CH2:19][O:20][CH3:21])[CH:13]=[CH:12][C:11]=2/[CH:22]=[C:23](\[CH3:27])/[C:24]([NH:61][S:58]([CH2:53][CH2:54][CH2:55][CH2:56][CH3:57])(=[O:60])=[O:59])=[O:26])=[N:4][CH:5]=[C:6]([Cl:8])[CH:7]=1. The yield is 0.840. (2) The reactants are [Cl:1][C:2]1[CH:3]=[C:4]([C@H:8]2[O:10][C@@H:9]2[CH2:11][OH:12])[CH:5]=[CH:6][CH:7]=1.[NH:13]1[C:21]2[C:16](=[CH:17][CH:18]=[CH:19][CH:20]=2)[CH2:15][CH2:14]1. No catalyst specified. The product is [Cl:1][C:2]1[CH:3]=[C:4]([C@H:8]([N:13]2[C:21]3[C:16](=[CH:17][CH:18]=[CH:19][CH:20]=3)[CH2:15][CH2:14]2)[C@H:9]([OH:10])[CH2:11][OH:12])[CH:5]=[CH:6][CH:7]=1. The yield is 0.730. (3) The reactants are C(N(CC)CC)C.ClC(OCC)=O.[C:14]([CH2:17][N:18]1[C:27]2[C:22](=[CH:23][CH:24]=[CH:25][CH:26]=2)[CH2:21][CH:20]([NH:28][C:29]([C:31]2[NH:35][C:34]3[S:36][C:37]([Cl:39])=[CH:38][C:33]=3[CH:32]=2)=[O:30])[C:19]1=[O:40])(O)=[O:15].[Li+].[BH4-]. The catalyst is C1COCC1. The product is [Cl:39][C:37]1[S:36][C:34]2[NH:35][C:31]([C:29]([NH:28][CH:20]3[CH2:21][C:22]4[C:27](=[CH:26][CH:25]=[CH:24][CH:23]=4)[N:18]([CH2:17][CH2:14][OH:15])[C:19]3=[O:40])=[O:30])=[CH:32][C:33]=2[CH:38]=1. The yield is 0.880. (4) The product is [C:13]1([CH3:12])[CH:21]=[CH:20][C:16]([C:17]([N:2]2[C:3](=[O:11])[CH2:4][CH2:5][C@@H:6]3[C@H:1]2[CH2:9][CH2:8][C:7]3=[O:10])=[O:18])=[CH:15][CH:14]=1. The yield is 0.660. The reactants are [C@@H:1]12[CH2:9][CH2:8][C:7](=[O:10])[C@@H:6]1[CH2:5][CH2:4][C:3](=[O:11])[NH:2]2.[CH3:12][C:13]1[CH:21]=[CH:20][C:16]([C:17](Cl)=[O:18])=[CH:15][CH:14]=1.C(N(CC)CC)C. The catalyst is ClCCl. (5) The reactants are [O:1]=[C:2]1[CH2:7][CH2:6][N:5]([C:8]2[CH:13]=[CH:12][C:11]([N:14]3[CH2:18][C@H:17]([CH2:19][NH:20][C:21](=[O:23])[CH3:22])[O:16][C:15]3=[O:24])=[CH:10][CH:9]=2)[CH2:4][CH2:3]1.[BH4-].[Na+]. The catalyst is CO. The product is [OH:1][CH:2]1[CH2:3][CH2:4][N:5]([C:8]2[CH:9]=[CH:10][C:11]([N:14]3[CH2:18][C@H:17]([CH2:19][NH:20][C:21](=[O:23])[CH3:22])[O:16][C:15]3=[O:24])=[CH:12][CH:13]=2)[CH2:6][CH2:7]1. The yield is 0.850.